Dataset: Reaction yield outcomes from USPTO patents with 853,638 reactions. Task: Predict the reaction yield, written as a fraction of the theoretical maximum amount of product (1.0 means a 100% yield; for example, 0.34 means a 34% yield). (1) The reactants are [OH:1][C:2]1[CH:3]=[C:4]2[C:9](=[CH:10][CH:11]=1)[CH:8]=[C:7]([C@:12]1([CH3:18])[CH2:16][O:15][C:14](=[O:17])[NH:13]1)[CH:6]=[CH:5]2.O1CCCC1.[C:24]([C@@H:28]1[CH2:33][CH2:32][C@H:31](O)[CH2:30][CH2:29]1)([CH3:27])([CH3:26])[CH3:25].C1(P(C2C=CC=CC=2)C2C=CC=CC=2)C=CC=CC=1.N(C(OC(C)C)=O)=NC(OC(C)C)=O. No catalyst specified. The product is [C:24]([C@H:28]1[CH2:33][CH2:32][C@H:31]([O:1][C:2]2[CH:3]=[C:4]3[C:9](=[CH:10][CH:11]=2)[CH:8]=[C:7]([C@:12]2([CH3:18])[CH2:16][O:15][C:14](=[O:17])[NH:13]2)[CH:6]=[CH:5]3)[CH2:30][CH2:29]1)([CH3:27])([CH3:26])[CH3:25]. The yield is 0.660. (2) The reactants are C([O:8][C:9](=[O:39])[C@@H:10]([NH:20][C:21](=[O:38])[C@H:22]([CH:35]1[CH2:37][CH2:36]1)[NH:23][C:24]([CH:26]1[CH2:34][C:33]2[C:28](=[CH:29][CH:30]=[CH:31][CH:32]=2)[CH2:27]1)=[O:25])[CH2:11][C:12]1[CH:17]=[CH:16][C:15]([O:18][CH3:19])=[CH:14][CH:13]=1)C1C=CC=CC=1.C1COCC1.CN(C=O)C. The catalyst is CO.[OH-].[OH-].[Pd+2]. The product is [CH:35]1([C@H:22]([NH:23][C:24]([CH:26]2[CH2:27][C:28]3[C:33](=[CH:32][CH:31]=[CH:30][CH:29]=3)[CH2:34]2)=[O:25])[C:21]([NH:20][C@@H:10]([CH2:11][C:12]2[CH:17]=[CH:16][C:15]([O:18][CH3:19])=[CH:14][CH:13]=2)[C:9]([OH:39])=[O:8])=[O:38])[CH2:37][CH2:36]1. The yield is 0.930. (3) The reactants are C(C([O:7][CH2:8][C:9]([NH2:11])=[S:10])=O)(C)(C)C.Br[CH2:13][C:14]([C:16]1[CH:29]=[CH:28][C:27]2[S:26][C:25]3[C:20](=[CH:21][CH:22]=[CH:23][CH:24]=3)[N:19](C(=O)CCl)[C:18]=2[CH:17]=1)=O.BrCC(C1C=C(C(C)(C)C)C(O)=C(C(C)(C)C)C=1)=O. No catalyst specified. The product is [CH:17]1[C:18]2[NH:19][C:20]3[C:25](=[CH:24][CH:23]=[CH:22][CH:21]=3)[S:26][C:27]=2[CH:28]=[CH:29][C:16]=1[C:14]1[N:11]=[C:9]([CH2:8][OH:7])[S:10][CH:13]=1. The yield is 0.632. (4) The reactants are [CH3:1][C:2]1[CH:7]=[CH:6][C:5](OS(C(F)(F)F)(=O)=O)=[C:4]([N+:16]([O-])=O)[CH:3]=1.[CH3:19][O:20][C:21]1[CH:22]=[C:23]([SH:29])[CH:24]=[CH:25][C:26]=1[O:27][CH3:28]. No catalyst specified. The product is [CH3:19][O:20][C:21]1[CH:22]=[C:23]([S:29][C:5]2[CH:6]=[CH:7][C:2]([CH3:1])=[CH:3][C:4]=2[NH2:16])[CH:24]=[CH:25][C:26]=1[O:27][CH3:28]. The yield is 0.640.